Dataset: Forward reaction prediction with 1.9M reactions from USPTO patents (1976-2016). Task: Predict the product of the given reaction. (1) Given the reactants [CH:1]1([NH:4][NH2:5])[CH2:3][CH2:2]1.[C:6]([O:12][CH2:13][CH3:14])(=O)[O:7]COC.[C:15]1(C)[CH:20]=CC=[CH:17][CH:16]=1, predict the reaction product. The product is: [CH:1]1([N:4]2[C:20]([C:6]([O:12][CH2:13][CH3:14])=[O:7])=[CH:15][C:16]([CH3:17])=[N:5]2)[CH2:3][CH2:2]1. (2) Given the reactants [NH2:1][C:2]1[CH:7]=[CH:6][C:5]([C:8]2[C:9]([NH2:21])=[N:10][C:11]([NH2:20])=[N:12][C:13]=2[CH:14]2[CH2:19][CH2:18][O:17][CH2:16][CH2:15]2)=[CH:4][CH:3]=1.[CH3:22][S:23]([C:26]1[CH:33]=[CH:32][C:29]([CH:30]=O)=[CH:28][CH:27]=1)(=[O:25])=[O:24].[BH3-]C#N.[Na+].C(O)(=O)C, predict the reaction product. The product is: [CH3:22][S:23]([C:26]1[CH:33]=[CH:32][C:29]([CH2:30][NH:1][C:2]2[CH:7]=[CH:6][C:5]([C:8]3[C:9]([NH2:21])=[N:10][C:11]([NH2:20])=[N:12][C:13]=3[CH:14]3[CH2:15][CH2:16][O:17][CH2:18][CH2:19]3)=[CH:4][CH:3]=2)=[CH:28][CH:27]=1)(=[O:24])=[O:25]. (3) Given the reactants [Br:1][C:2]1[CH:3]=[C:4]([NH2:10])[C:5]([NH2:9])=[CH:6][C:7]=1[F:8].O[C@H:12]1[C@H:17](O)OCCO1, predict the reaction product. The product is: [Br:1][C:2]1[CH:3]=[C:4]2[C:5](=[CH:6][C:7]=1[F:8])[N:9]=[CH:17][CH:12]=[N:10]2.